This data is from Full USPTO retrosynthesis dataset with 1.9M reactions from patents (1976-2016). The task is: Predict the reactants needed to synthesize the given product. (1) Given the product [Cl:22][C:16]1[CH:17]=[C:18]([Cl:21])[CH:19]=[CH:20][C:15]=1[C:13]1[N:14]=[C:10](/[CH:9]=[CH:8]/[C:5]2[CH:6]=[CH:7][C:2]([C:29]3[CH:30]=[CH:31][C:26]([C:23]([OH:25])=[O:24])=[CH:27][CH:28]=3)=[CH:3][CH:4]=2)[NH:11][CH:12]=1, predict the reactants needed to synthesize it. The reactants are: Br[C:2]1[CH:7]=[CH:6][C:5](/[CH:8]=[CH:9]/[C:10]2[NH:11][CH:12]=[C:13]([C:15]3[CH:20]=[CH:19][C:18]([Cl:21])=[CH:17][C:16]=3[Cl:22])[N:14]=2)=[CH:4][CH:3]=1.[C:23]([C:26]1[CH:31]=[CH:30][C:29](B(O)O)=[CH:28][CH:27]=1)([OH:25])=[O:24]. (2) The reactants are: [NH2:1][CH2:2][CH2:3][CH2:4][CH2:5][C:6]([CH3:15])([C:9]1[CH:14]=[CH:13][CH:12]=[CH:11][CH:10]=1)[CH2:7][OH:8].[N:16]([CH2:19][CH2:20][CH2:21][C:22]([CH3:32])([CH3:31])[CH2:23][O:24]C1CCCCO1)=[C:17]=[O:18]. Given the product [OH:24][CH2:23][C:22]([CH3:32])([CH3:31])[CH2:21][CH2:20][CH2:19][NH:16][C:17]([NH:1][CH2:2][CH2:3][CH2:4][CH2:5][C:6]([CH3:15])([C:9]1[CH:10]=[CH:11][CH:12]=[CH:13][CH:14]=1)[CH2:7][OH:8])=[O:18], predict the reactants needed to synthesize it.